Task: Predict the reactants needed to synthesize the given product.. Dataset: Full USPTO retrosynthesis dataset with 1.9M reactions from patents (1976-2016) Given the product [CH2:1]([N:8](/[CH:9]=[CH:10]/[CH2:11][CH3:12])[C:20](=[O:22])[CH3:21])[C:2]1[CH:7]=[CH:6][CH:5]=[CH:4][CH:3]=1, predict the reactants needed to synthesize it. The reactants are: [CH2:1]([NH:8]/[CH:9]=[CH:10]/[CH2:11][CH3:12])[C:2]1[CH:7]=[CH:6][CH:5]=[CH:4][CH:3]=1.C(N(CC)CC)C.[C:20](OC(=O)C)(=[O:22])[CH3:21].